Dataset: Catalyst prediction with 721,799 reactions and 888 catalyst types from USPTO. Task: Predict which catalyst facilitates the given reaction. (1) Reactant: [C:1]1([CH3:13])[CH:6]=[C:5]([CH3:7])[CH:4]=[C:3]([CH3:8])[C:2]=1[S:9](Cl)(=[O:11])=[O:10].[CH3:14][C:15](=[N:17][OH:18])[CH3:16].O. Product: [CH3:13][C:1]1[CH:6]=[C:5]([CH3:7])[CH:4]=[C:3]([CH3:8])[C:2]=1[S:9]([O:18][N:17]=[C:15]([CH3:16])[CH3:14])(=[O:11])=[O:10]. The catalyst class is: 17. (2) Reactant: [Br:1][C:2]1[CH:7]=[CH:6][C:5]([N:8]2[CH2:13][CH2:12][NH:11][CH2:10][CH2:9]2)=[CH:4][CH:3]=1.[C:14](=O)([O-])[O-].[K+].[K+].CI. Product: [Br:1][C:2]1[CH:3]=[CH:4][C:5]([N:8]2[CH2:13][CH2:12][N:11]([CH3:14])[CH2:10][CH2:9]2)=[CH:6][CH:7]=1. The catalyst class is: 3. (3) Reactant: [H-].[H-].[H-].[H-].[Li+].[Al+3].[CH:7]12[CH2:13][CH:10]([CH2:11][CH2:12]1)[CH2:9][CH:8]2[NH:14][C:15]1[C:20]([C:21]#[N:22])=[CH:19][N:18]=[C:17]([S:23][CH3:24])[N:16]=1.S([O-])([O-])(=O)=O.[NH4+].[NH4+]. Product: [NH2:22][CH2:21][C:20]1[C:15]([NH:14][CH:8]2[CH2:9][CH:10]3[CH2:13][CH:7]2[CH2:12][CH2:11]3)=[N:16][C:17]([S:23][CH3:24])=[N:18][CH:19]=1. The catalyst class is: 7. (4) Reactant: [CH3:1][C:2]1[CH:10]=[CH:9][C:8]([C:11]2[N:12]([C:22]([O:24][C:25]([CH3:28])([CH3:27])[CH3:26])=[O:23])[C:13]3[C:18]([CH:19]=2)=[CH:17][C:16]([CH:20]=O)=[CH:15][CH:14]=3)=[C:7]2[C:3]=1[CH2:4][NH:5][C:6]2=[O:29].[OH:30][CH2:31][CH2:32][N:33]1[CH2:38][CH2:37][NH:36][CH2:35][CH2:34]1.C(O)(=O)C.C(O[BH-](OC(=O)C)OC(=O)C)(=O)C.[Na+].Cl. Product: [CH3:1][C:2]1[CH:10]=[CH:9][C:8]([C:11]2[N:12]([C:22]([O:24][C:25]([CH3:28])([CH3:27])[CH3:26])=[O:23])[C:13]3[C:18]([CH:19]=2)=[CH:17][C:16]([CH2:20][N:36]2[CH2:37][CH2:38][N:33]([CH2:32][CH2:31][OH:30])[CH2:34][CH2:35]2)=[CH:15][CH:14]=3)=[C:7]2[C:3]=1[CH2:4][NH:5][C:6]2=[O:29]. The catalyst class is: 10. (5) Reactant: [OH:1][CH2:2][C:3]1([CH2:6][O:7][C:8]2[C:13]([O:14][CH3:15])=[C:12]([O:16][CH3:17])[CH:11]=[CH:10][C:9]=2[C:18]2[CH:26]=[CH:25][CH:24]=[C:23]3[C:19]=2[CH2:20][CH2:21][C:22]3=[O:27])[CH2:5][CH2:4]1.C(N(CC)CC)C.[N:35]([CH:38]([CH3:40])[CH3:39])=[C:36]=[O:37].COC1C(OC)=CC=C(C2C=CC=C3C=2CCC3=O)C=1OCC1(COC(=O)NCC)CC1. Product: [CH3:15][O:14][C:13]1[C:12]([O:16][CH3:17])=[CH:11][CH:10]=[C:9]([C:18]2[CH:26]=[CH:25][CH:24]=[C:23]3[C:19]=2[CH2:20][CH2:21][C:22]3=[O:27])[C:8]=1[O:7][CH2:6][C:3]1([CH2:2][O:1][C:36](=[O:37])[NH:35][CH:38]([CH3:40])[CH3:39])[CH2:4][CH2:5]1. The catalyst class is: 4. (6) Reactant: [F:1][C:2]([F:30])([F:29])[O:3][C:4]1[CH:9]=[CH:8][C:7]([N:10]2[CH:14]=[N:13][C:12]([C:15]3[CH:20]=[CH:19][C:18]([CH:21]4[CH2:23][CH:22]4[C:24]([O:26]CC)=[O:25])=[CH:17][CH:16]=3)=[N:11]2)=[CH:6][CH:5]=1.[OH-].[Na+].Cl. Product: [F:30][C:2]([F:1])([F:29])[O:3][C:4]1[CH:9]=[CH:8][C:7]([N:10]2[CH:14]=[N:13][C:12]([C:15]3[CH:20]=[CH:19][C:18]([CH:21]4[CH2:23][CH:22]4[C:24]([OH:26])=[O:25])=[CH:17][CH:16]=3)=[N:11]2)=[CH:6][CH:5]=1. The catalyst class is: 5. (7) Reactant: P(CCCC)(CCCC)CCCC.CC(OC(/N=N/C(OC(C)C)=O)=O)C.[F:28][C:29]([F:49])([F:48])[C:30]1[CH:35]=[CH:34][C:33]([C:36]2[N:41]=[C:40]([CH:42]([OH:47])[CH2:43][CH2:44][CH2:45][CH3:46])[CH:39]=[CH:38][CH:37]=2)=[CH:32][CH:31]=1.O[C:51]1[CH:65]=[CH:64][C:54]([O:55][C:56]([CH3:63])([CH3:62])[C:57]([O:59][CH2:60][CH3:61])=[O:58])=[C:53]([CH3:66])[CH:52]=1. The catalyst class is: 1. Product: [CH3:63][C:56]([O:55][C:54]1[CH:64]=[CH:65][C:51]([O:47][CH:42]([C:40]2[CH:39]=[CH:38][CH:37]=[C:36]([C:33]3[CH:32]=[CH:31][C:30]([C:29]([F:48])([F:28])[F:49])=[CH:35][CH:34]=3)[N:41]=2)[CH2:43][CH2:44][CH2:45][CH3:46])=[CH:52][C:53]=1[CH3:66])([CH3:62])[C:57]([O:59][CH2:60][CH3:61])=[O:58]. (8) Reactant: C([NH:8][C@H:9]1[CH2:14][CH2:13][N:12]([C:15]([O:17][C:18]([CH3:21])([CH3:20])[CH3:19])=[O:16])[CH2:11][C@H:10]1[F:22])C1C=CC=CC=1.C([O-])=O.[NH4+]. Product: [NH2:8][C@H:9]1[CH2:14][CH2:13][N:12]([C:15]([O:17][C:18]([CH3:20])([CH3:19])[CH3:21])=[O:16])[CH2:11][C@H:10]1[F:22]. The catalyst class is: 43.